This data is from Peptide-MHC class I binding affinity with 185,985 pairs from IEDB/IMGT. The task is: Regression. Given a peptide amino acid sequence and an MHC pseudo amino acid sequence, predict their binding affinity value. This is MHC class I binding data. (1) The peptide sequence is YIALGRARV. The MHC is HLA-A01:01 with pseudo-sequence HLA-A01:01. The binding affinity (normalized) is 0.0847. (2) The peptide sequence is RVYEALYYV. The MHC is HLA-B54:01 with pseudo-sequence HLA-B54:01. The binding affinity (normalized) is 0.190. (3) The peptide sequence is LITDDGEVV. The MHC is HLA-A02:01 with pseudo-sequence HLA-A02:01. The binding affinity (normalized) is 0.120. (4) The binding affinity (normalized) is 0.0847. The MHC is HLA-B27:03 with pseudo-sequence HLA-B27:03. The peptide sequence is FTGEYLLRL. (5) The peptide sequence is NMFNISFRF. The MHC is HLA-B15:03 with pseudo-sequence HLA-B15:03. The binding affinity (normalized) is 0.730.